This data is from Peptide-MHC class I binding affinity with 185,985 pairs from IEDB/IMGT. The task is: Regression. Given a peptide amino acid sequence and an MHC pseudo amino acid sequence, predict their binding affinity value. This is MHC class I binding data. The peptide sequence is SPMETTAEF. The MHC is HLA-B40:01 with pseudo-sequence HLA-B40:01. The binding affinity (normalized) is 0.0847.